Dataset: Forward reaction prediction with 1.9M reactions from USPTO patents (1976-2016). Task: Predict the product of the given reaction. (1) Given the reactants [Cl:1][C:2]1[CH:3]=[C:4]([NH:9][C:10]2[C:19]3[C:14](=[CH:15][CH:16]=[C:17]([OH:20])[CH:18]=3)[N:13]=[CH:12][N:11]=2)[CH:5]=[CH:6][C:7]=1[F:8].Br[CH2:22][CH2:23][CH2:24][CH2:25][CH2:26][CH2:27][C:28]([O:30][CH2:31][CH3:32])=[O:29].ClC1C=C(NC2C3C(=CC=C(OCC(OCC)=O)C=3)N=CN=2)C=CC=1F, predict the reaction product. The product is: [Cl:1][C:2]1[CH:3]=[C:4]([NH:9][C:10]2[C:19]3[C:14](=[CH:15][CH:16]=[C:17]([O:20][CH2:22][CH2:23][CH2:24][CH2:25][CH2:26][CH2:27][C:28]([O:30][CH2:31][CH3:32])=[O:29])[CH:18]=3)[N:13]=[CH:12][N:11]=2)[CH:5]=[CH:6][C:7]=1[F:8]. (2) Given the reactants [Br:1][C:2]1[CH:7]=[CH:6][C:5]([NH:8][C:9]2[N:10]([CH3:24])[C:11]3[C:12](=[O:23])[CH2:13][CH2:14][CH2:15][C:16]=3[C:17]=2[C:18]([O:20]CC)=[O:19])=[C:4]([F:25])[CH:3]=1.[OH-].[Na+].Cl, predict the reaction product. The product is: [Br:1][C:2]1[CH:7]=[CH:6][C:5]([NH:8][C:9]2[N:10]([CH3:24])[C:11]3[C:12](=[O:23])[CH2:13][CH2:14][CH2:15][C:16]=3[C:17]=2[C:18]([OH:20])=[O:19])=[C:4]([F:25])[CH:3]=1. (3) The product is: [CH3:1][N:2]1[CH2:6][CH2:5][N:4]([C:7]2[CH:12]=[CH:11][C:10]([N:13]3[CH:22]=[C:21]4[C:15]([CH2:16][CH2:17][N:18]([CH:25]([CH3:27])[CH3:24])[CH2:19][CH2:20]4)=[N:14]3)=[CH:9][CH:8]=2)[C:3]1=[O:23]. Given the reactants [CH3:1][N:2]1[CH2:6][CH2:5][N:4]([C:7]2[CH:12]=[CH:11][C:10]([N:13]3[CH:22]=[C:21]4[C:15]([CH2:16][CH2:17][NH:18][CH2:19][CH2:20]4)=[N:14]3)=[CH:9][CH:8]=2)[C:3]1=[O:23].[CH3:24][C:25]([CH3:27])=O.C(O[BH-](OC(=O)C)OC(=O)C)(=O)C.[Na+], predict the reaction product. (4) The product is: [F:22][C:20]([F:21])([F:23])[C:18]1[CH:19]=[C:14]([C:9]2[C:10]([C:12]#[N:13])=[CH:11][N:7]([CH2:6][C:5]([OH:28])=[O:4])[CH:8]=2)[CH:15]=[C:16]([C:24]([F:25])([F:26])[F:27])[CH:17]=1. Given the reactants [OH-].[Na+].C[O:4][C:5](=[O:28])[CH2:6][N:7]1[CH:11]=[C:10]([C:12]#[N:13])[C:9]([C:14]2[CH:19]=[C:18]([C:20]([F:23])([F:22])[F:21])[CH:17]=[C:16]([C:24]([F:27])([F:26])[F:25])[CH:15]=2)=[CH:8]1.C1COCC1.Cl, predict the reaction product. (5) Given the reactants [C:1]([C:5]1[CH:10]=[CH:9][C:8]([OH:11])=[CH:7][CH:6]=1)([CH3:4])([CH3:3])[CH3:2].[H-].[Na+].Br[CH:15]([CH3:21])[C:16]([O:18][CH2:19][CH3:20])=[O:17], predict the reaction product. The product is: [CH2:19]([O:18][C:16](=[O:17])[CH:15]([O:11][C:8]1[CH:7]=[CH:6][C:5]([C:1]([CH3:4])([CH3:2])[CH3:3])=[CH:10][CH:9]=1)[CH3:21])[CH3:20]. (6) Given the reactants [OH:1][C:2]([CH3:43])([CH3:42])[C:3]([NH:5][C:6]1[CH:7]=[C:8]([C:12]2[CH:21]=[C:20]3[C:15]([C:16]([N:36]4[CH2:41][CH2:40][O:39][CH2:38][CH2:37]4)=[N:17][C:18]([C:22]4[CH:23]=[N:24][C:25]([NH:28]C(=O)OC(C)(C)C)=[N:26][CH:27]=4)=[N:19]3)=[CH:14][CH:13]=2)[CH:9]=[CH:10][CH:11]=1)=[O:4].FC(F)(F)C(O)=O, predict the reaction product. The product is: [NH2:28][C:25]1[N:26]=[CH:27][C:22]([C:18]2[N:17]=[C:16]([N:36]3[CH2:41][CH2:40][O:39][CH2:38][CH2:37]3)[C:15]3[C:20](=[CH:21][C:12]([C:8]4[CH:7]=[C:6]([NH:5][C:3](=[O:4])[C:2]([OH:1])([CH3:43])[CH3:42])[CH:11]=[CH:10][CH:9]=4)=[CH:13][CH:14]=3)[N:19]=2)=[CH:23][N:24]=1. (7) Given the reactants [CH:1]1([C:4]2[CH:13]=[CH:12][CH:11]=[C:10]3[C:5]=2[CH2:6][CH2:7][C:8](=[O:14])[NH:9]3)[CH2:3][CH2:2]1.[Br:15]N1C(=O)CCC1=O, predict the reaction product. The product is: [Br:15][C:13]1[C:4]([CH:1]2[CH2:3][CH2:2]2)=[C:5]2[C:10](=[CH:11][CH:12]=1)[NH:9][C:8](=[O:14])[CH2:7][CH2:6]2. (8) Given the reactants [Cl:1][C:2]1[N:7]=[C:6](Cl)[CH:5]=[CH:4][N:3]=1.[NH2:9][C:10]1[CH:11]=[C:12]([CH2:17][OH:18])[CH:13]=[CH:14][C:15]=1[F:16].CCN(C(C)C)C(C)C, predict the reaction product. The product is: [Cl:1][C:2]1[N:7]=[C:6]([NH:9][C:10]2[CH:11]=[C:12]([CH2:17][OH:18])[CH:13]=[CH:14][C:15]=2[F:16])[CH:5]=[CH:4][N:3]=1. (9) Given the reactants Cl[C:2]1[C:7]([N+:8]([O-])=O)=[C:6]([O:11][CH3:12])[N:5]=[CH:4][N:3]=1, predict the reaction product. The product is: [CH3:12][O:11][C:6]1[C:7]([NH2:8])=[CH:2][N:3]=[CH:4][N:5]=1.